This data is from Full USPTO retrosynthesis dataset with 1.9M reactions from patents (1976-2016). The task is: Predict the reactants needed to synthesize the given product. Given the product [NH:1]1[C:9]2[C:4](=[CH:5][CH:6]=[CH:7][CH:8]=2)[CH2:3][CH2:2]1, predict the reactants needed to synthesize it. The reactants are: [NH:1]1[C:9]2[C:4](=[CH:5][CH:6]=[CH:7][CH:8]=2)[CH:3]=[C:2]1C([O-])=O.C([BH3-])#N.[Na+].